Dataset: Full USPTO retrosynthesis dataset with 1.9M reactions from patents (1976-2016). Task: Predict the reactants needed to synthesize the given product. (1) Given the product [NH2:1][C:2]1[N:7]=[CH:6][C:5]([CH2:8][CH:9]([C:15]2[N:16]=[CH:17][N:18]([CH2:20][CH2:21][CH:22]3[CH2:23][CH2:24][N:25]([C:28](=[O:42])[CH:29]([C:30]4[CH:31]=[CH:32][CH:33]=[CH:34][CH:35]=4)[C:36]4[CH:37]=[CH:38][CH:39]=[CH:40][CH:41]=4)[CH2:26][CH2:27]3)[CH:19]=2)[C:10]([OH:12])=[O:11])=[CH:4][CH:3]=1, predict the reactants needed to synthesize it. The reactants are: [NH2:1][C:2]1[N:7]=[CH:6][C:5]([CH2:8][CH:9]([C:15]2[N:16]=[CH:17][N:18]([CH2:20][CH2:21][CH:22]3[CH2:27][CH2:26][N:25]([C:28](=[O:42])[CH:29]([C:36]4[CH:41]=[CH:40][CH:39]=[CH:38][CH:37]=4)[C:30]4[CH:35]=[CH:34][CH:33]=[CH:32][CH:31]=4)[CH2:24][CH2:23]3)[CH:19]=2)[C:10]([O:12]CC)=[O:11])=[CH:4][CH:3]=1.[OH-].[Na+].Cl. (2) Given the product [C:1]([C:3]1[CH:4]=[C:5]([S:10]([NH:14][C:15]2[CH:20]=[CH:19][CH:18]=[CH:17][CH:16]=2)(=[O:12])=[O:11])[CH:6]=[CH:7][C:8]=1[F:9])#[N:2], predict the reactants needed to synthesize it. The reactants are: [C:1]([C:3]1[CH:4]=[C:5]([S:10](Cl)(=[O:12])=[O:11])[CH:6]=[CH:7][C:8]=1[F:9])#[N:2].[NH2:14][C:15]1[CH:20]=[CH:19][CH:18]=[CH:17][CH:16]=1.